From a dataset of Full USPTO retrosynthesis dataset with 1.9M reactions from patents (1976-2016). Predict the reactants needed to synthesize the given product. Given the product [Cl:1][C:2]1[C:11]([NH2:12])=[C:10]([NH:15][CH2:16][C:17]2[CH:18]=[N:19][CH:20]=[CH:21][CH:22]=2)[C:9]2[C:4](=[CH:5][CH:6]=[CH:7][CH:8]=2)[N:3]=1, predict the reactants needed to synthesize it. The reactants are: [Cl:1][C:2]1[C:11]([N+:12]([O-])=O)=[C:10]([NH:15][CH2:16][C:17]2[CH:18]=[N:19][CH:20]=[CH:21][CH:22]=2)[C:9]2[C:4](=[CH:5][CH:6]=[CH:7][CH:8]=2)[N:3]=1.